Dataset: Catalyst prediction with 721,799 reactions and 888 catalyst types from USPTO. Task: Predict which catalyst facilitates the given reaction. (1) Reactant: [OH:1][C:2]1[N:7]=[CH:6][C:5]([C:8]([OH:10])=[O:9])=[CH:4][CH:3]=1.[Br:11]Br.S(S([O-])=O)([O-])(=O)=O.[Na+].[Na+]. Product: [Br:11][C:3]1[CH:4]=[C:5]([C:8]([OH:10])=[O:9])[CH:6]=[N:7][C:2]=1[OH:1]. The catalyst class is: 6. (2) Reactant: [CH2:1]([O:8][C:9]([NH:11][CH2:12][C:13]1([C:26](O)=[O:27])[CH2:18][CH2:17][N:16]([C:19]([O:21][C:22]([CH3:25])([CH3:24])[CH3:23])=[O:20])[CH2:15][CH2:14]1)=[O:10])[C:2]1[CH:7]=[CH:6][CH:5]=[CH:4][CH:3]=1.N1C=CC=CC=1.C(Cl)(=O)C(Cl)=O.[CH3:41][N:42]([CH3:53])[C:43](=[O:52])[O:44][C:45]1[CH:50]=[CH:49][CH:48]=[C:47]([NH2:51])[CH:46]=1. Product: [CH2:1]([O:8][C:9]([NH:11][CH2:12][C:13]1([C:26](=[O:27])[NH:51][C:47]2[CH:48]=[CH:49][CH:50]=[C:45]([O:44][C:43](=[O:52])[N:42]([CH3:41])[CH3:53])[CH:46]=2)[CH2:14][CH2:15][N:16]([C:19]([O:21][C:22]([CH3:23])([CH3:25])[CH3:24])=[O:20])[CH2:17][CH2:18]1)=[O:10])[C:2]1[CH:3]=[CH:4][CH:5]=[CH:6][CH:7]=1. The catalyst class is: 85. (3) Reactant: [OH:1][C:2]1[CH:11]=[C:10]([OH:12])[CH:9]=[CH:8][C:3]=1[C:4]([O:6][CH3:7])=[O:5].C1(P(C2C=CC=CC=2)C2C=CC=CC=2)C=CC=CC=1.[CH3:32][O:33][CH2:34][CH2:35]O.N(C(OCC)=O)=NC(OCC)=O. Product: [OH:1][C:2]1[CH:11]=[C:10]([O:12][CH2:35][CH2:34][O:33][CH3:32])[CH:9]=[CH:8][C:3]=1[C:4]([O:6][CH3:7])=[O:5]. The catalyst class is: 362.